Dataset: Full USPTO retrosynthesis dataset with 1.9M reactions from patents (1976-2016). Task: Predict the reactants needed to synthesize the given product. (1) Given the product [CH3:19][C:16]1[S:17][CH:18]=[C:14]([C:12]([NH:11][C:4]2[CH:3]=[C:2]([C:44]3[CH:49]=[CH:48][NH:47][C:46](=[O:50])[CH:45]=3)[CH:10]=[C:9]3[C:5]=2[CH:6]=[N:7][NH:8]3)=[O:13])[N:15]=1, predict the reactants needed to synthesize it. The reactants are: Br[C:2]1[CH:10]=[C:9]2[C:5]([CH:6]=[N:7][NH:8]2)=[C:4]([NH:11][C:12]([C:14]2[N:15]=[C:16]([CH3:19])[S:17][CH:18]=2)=[O:13])[CH:3]=1.B1(B2OC(C)(C)C(C)(C)O2)OC(C)(C)C(C)(C)O1.C([O-])(=O)C.[K+].Br[C:44]1[CH:49]=[CH:48][NH:47][C:46](=[O:50])[CH:45]=1.C(=O)(O)[O-].[Na+]. (2) Given the product [NH2:1][C:2]1[N:7]=[CH:6][C:5]([CH2:8][C:9]([OH:11])=[O:10])=[CH:4][CH:3]=1, predict the reactants needed to synthesize it. The reactants are: [NH2:1][C:2]1[N:7]=[CH:6][C:5]([CH2:8][C:9]([O:11]CC)=[O:10])=[CH:4][CH:3]=1.[OH-].[K+].Cl.